From a dataset of Full USPTO retrosynthesis dataset with 1.9M reactions from patents (1976-2016). Predict the reactants needed to synthesize the given product. (1) The reactants are: [C:1]([C:4]1[CH:9]=[CH:8][CH:7]=[CH:6][C:5]=1[CH3:10])([CH3:3])=[CH2:2].[CH3:11][C:12]([C:14]1[CH:19]=[CH:18][CH:17]=[CH:16][CH:15]=1)=[CH2:13]. Given the product [C:1]([C:4]1[CH:9]=[CH:8][CH:7]=[CH:6][C:5]=1[CH3:10])([CH3:3])=[CH2:2].[CH3:13][C:12]([C:14]1[CH:19]=[CH:18][CH:17]=[CH:16][CH:15]=1)=[CH2:11], predict the reactants needed to synthesize it. (2) Given the product [Cl:1][C:2]1[N:3]=[C:4]2[CH:10]=[C:9]([C:11]([OH:13])=[O:12])[S:8][C:5]2=[N:6][CH:7]=1, predict the reactants needed to synthesize it. The reactants are: [Cl:1][C:2]1[N:3]=[C:4]2[CH:10]=[C:9]([C:11]([O:13]C)=[O:12])[S:8][C:5]2=[N:6][CH:7]=1.[OH-].[Na+]. (3) Given the product [ClH:1].[F:7][C:8]1[CH:9]=[CH:10][C:11]([NH:14][C:15]2[N:16]=[C:17]([NH:25][CH2:26][CH2:27][CH3:28])[N:18]=[C:19]([NH:21][CH2:22][C:23]#[CH:24])[N:20]=2)=[CH:12][CH:13]=1, predict the reactants needed to synthesize it. The reactants are: [ClH:1].C(OCC)C.[F:7][C:8]1[CH:13]=[CH:12][C:11]([NH:14][C:15]2[N:20]=[C:19]([NH:21][CH2:22][CH2:23][CH3:24])[N:18]=[C:17]([NH:25][CH2:26][C:27]#[CH:28])[N:16]=2)=[CH:10][CH:9]=1. (4) Given the product [C:15]([O:14][C:12](=[O:13])/[CH:11]=[CH:19]/[C:21]1[CH:30]=[CH:29][CH:28]=[CH:27][C:22]=1[C:23]([O:25][CH3:26])=[O:24])([CH3:16])([CH3:17])[CH3:18], predict the reactants needed to synthesize it. The reactants are: [H-].[Na+].C(OP([CH2:11][C:12]([O:14][C:15]([CH3:18])([CH3:17])[CH3:16])=[O:13])(OCC)=O)C.[CH:19]([C:21]1[CH:30]=[CH:29][CH:28]=[CH:27][C:22]=1[C:23]([O:25][CH3:26])=[O:24])=O. (5) Given the product [Cl:1][C:2]1[CH:3]=[CH:4][C:5]([CH:8]2[C:9]3[C:10](=[N:11][N:12]([CH:15]4[CH2:17][CH2:16]4)[C:13]=3[CH3:14])[C:18](=[O:20])[N:21]2[C:22]2[CH:27]=[C:26]([CH3:28])[C:25](=[O:29])[N:24]([CH3:30])[CH:23]=2)=[CH:6][CH:7]=1, predict the reactants needed to synthesize it. The reactants are: [Cl:1][C:2]1[CH:7]=[CH:6][C:5]([CH:8]([NH:21][C:22]2[CH:27]=[C:26]([CH3:28])[C:25](=[O:29])[N:24]([CH3:30])[CH:23]=2)[C:9]2[C:10]([C:18]([OH:20])=O)=[N:11][N:12]([CH:15]3[CH2:17][CH2:16]3)[C:13]=2[CH3:14])=[CH:4][CH:3]=1.